From a dataset of Full USPTO retrosynthesis dataset with 1.9M reactions from patents (1976-2016). Predict the reactants needed to synthesize the given product. (1) Given the product [F:18][C:19]([F:30])([F:29])[C:20]([NH:8][CH2:9][CH2:10][CH2:11][CH2:12][CH2:13][C:14]([OH:16])=[O:15])=[O:21], predict the reactants needed to synthesize it. The reactants are: N1C=CC=CC=1.Cl.[NH2:8][CH2:9][CH2:10][CH2:11][CH2:12][CH2:13][C:14]([O:16]C)=[O:15].[F:18][C:19]([F:30])([F:29])[C:20](O[C:20](=[O:21])[C:19]([F:30])([F:29])[F:18])=[O:21].C(Cl)(Cl)Cl. (2) Given the product [CH2:34]([O:33][CH2:32][C@H:14]([NH:13][C:9](=[O:11])[CH2:8][C:7]1[C:3]([CH3:2])=[N:4][NH:5][C:6]=1[CH3:12])[C:15]([NH:17][C:18]1[CH:23]=[CH:22][C:21]([O:24][C:25]2[CH:30]=[CH:29][C:28]([F:31])=[CH:27][CH:26]=2)=[CH:20][CH:19]=1)=[O:16])[C:35]1[CH:40]=[CH:39][CH:38]=[CH:37][CH:36]=1, predict the reactants needed to synthesize it. The reactants are: Cl.[CH3:2][C:3]1[C:7]([CH2:8][C:9]([OH:11])=O)=[C:6]([CH3:12])[NH:5][N:4]=1.[NH2:13][C@@H:14]([CH2:32][O:33][CH2:34][C:35]1[CH:40]=[CH:39][CH:38]=[CH:37][CH:36]=1)[C:15]([NH:17][C:18]1[CH:23]=[CH:22][C:21]([O:24][C:25]2[CH:30]=[CH:29][C:28]([F:31])=[CH:27][CH:26]=2)=[CH:20][CH:19]=1)=[O:16]. (3) Given the product [F:1][C:2]1[CH:7]=[N:6][C:5]([N:8]2[CH2:16][C@@H:15]3[C@@:10]([C:26]4[S:27][C:28]([F:31])=[CH:29][CH:30]=4)([N:11]=[C:12]([NH2:17])[S:13][CH2:14]3)[CH2:9]2)=[N:4][CH:3]=1, predict the reactants needed to synthesize it. The reactants are: [F:1][C:2]1[CH:3]=[N:4][C:5]([N:8]2[CH2:16][C@@H:15]3[C@@:10]([C:26]4[S:27][C:28]([F:31])=[CH:29][CH:30]=4)([N:11]=[C:12]([NH:17]C(=O)C4C=CC=CC=4)[S:13][CH2:14]3)[CH2:9]2)=[N:6][CH:7]=1.[OH-].[Li+]. (4) The reactants are: [S:1]1[CH:5]=[CH:4][N:3]=[C:2]1[C:6]1[CH:12]=[CH:11][CH:10]=[CH:9][C:7]=1[NH2:8].Cl[CH2:14]C=O. Given the product [CH3:14][C:5]1[S:1][C:2]([C:6]2[CH:12]=[CH:11][CH:10]=[CH:9][C:7]=2[NH2:8])=[N:3][CH:4]=1, predict the reactants needed to synthesize it. (5) Given the product [Br:14][C:11]1[C:10]2[C:5](=[CH:6][CH:7]=[C:8]3[O:20][CH2:17][CH2:26][O:27][C:9]3=2)[N:4]=[CH:3][C:2]=1[Cl:1], predict the reactants needed to synthesize it. The reactants are: [Cl:1][C:2]1[C:3](=O)[NH:4][C:5]2[C:10]([CH:11]=1)=[CH:9][CH:8]=[CH:7][CH:6]=2.P(Br)(Br)[Br:14].[C:17](=[O:20])([O-])[O-].[Na+].[Na+].CN([CH:26]=[O:27])C.